From a dataset of Reaction yield outcomes from USPTO patents with 853,638 reactions. Predict the reaction yield, written as a fraction of the theoretical maximum amount of product (1.0 means a 100% yield; for example, 0.34 means a 34% yield). (1) No catalyst specified. The reactants are [NH2:1][C:2]1[C:15]([O:16][CH3:17])=[CH:14][C:5]2[CH2:6][CH2:7][N:8]([CH2:11][CH2:12][OH:13])[CH2:9][CH2:10][C:4]=2[CH:3]=1.C([Si](C)(C)[O:23][CH:24]1[CH2:28][CH2:27][N:26]([S:29]([C:32]2[CH:37]=[CH:36][CH:35]=[CH:34][C:33]=2[NH:38][C:39]2[C:44]([Cl:45])=[CH:43][N:42]=[C:41](Cl)[N:40]=2)(=[O:31])=[O:30])[CH2:25]1)(C)(C)C. The product is [Cl:45][C:44]1[C:39]([NH:38][C:33]2[CH:34]=[CH:35][CH:36]=[CH:37][C:32]=2[S:29]([N:26]2[CH2:27][CH2:28][CH:24]([OH:23])[CH2:25]2)(=[O:30])=[O:31])=[N:40][C:41]([NH:1][C:2]2[C:15]([O:16][CH3:17])=[CH:14][C:5]3[CH2:6][CH2:7][N:8]([CH2:11][CH2:12][OH:13])[CH2:9][CH2:10][C:4]=3[CH:3]=2)=[N:42][CH:43]=1. The yield is 0.220. (2) The reactants are Br[C:2]1[CH:6]=[CH:5][O:4][C:3]=1[CH:7]1[O:11][CH2:10][CH2:9][O:8]1.C([Li])(C)(C)C.CN([CH:20]=[O:21])C.O.O.C(O)(=O)C(O)=O. The catalyst is CCOCC.O. The product is [O:8]1[CH2:9][CH2:10][O:11][CH:7]1[C:3]1[O:4][CH:5]=[CH:6][C:2]=1[CH:20]=[O:21]. The yield is 0.680. (3) The reactants are [CH2:1]([O:3][C:4]([C:6]1([C:18]([CH3:26])([CH3:25])[O:19][SiH2:20][C:21]([CH3:24])([CH3:23])[CH3:22])[CH2:10][CH2:9][N:8](CC2C=CC=CC=2)[CH2:7]1)=[O:5])[CH3:2].C([O-])=O.[NH4+]. The catalyst is CO.O.[Pd]. The product is [CH2:1]([O:3][C:4]([C:6]1([C:18]([CH3:25])([CH3:26])[O:19][SiH2:20][C:21]([CH3:24])([CH3:23])[CH3:22])[CH2:10][CH2:9][NH:8][CH2:7]1)=[O:5])[CH3:2]. The yield is 0.840. (4) The reactants are [OH-].[Na+].[OH:3][CH2:4][C:5]1[CH:6]=[C:7]([C:11]2[N:16]=[C:15]([C:17]([NH:19][C:20]3[C:21]([CH3:31])=[CH:22][C:23]([C:27]([O:29]C)=[O:28])=[N:24][C:25]=3[CH3:26])=[O:18])[C:14]([CH3:32])=[CH:13][CH:12]=2)[CH:8]=[CH:9][CH:10]=1.Cl. The catalyst is C1COCC1.CO. The product is [OH:3][CH2:4][C:5]1[CH:6]=[C:7]([C:11]2[N:16]=[C:15]([C:17]([NH:19][C:20]3[C:21]([CH3:31])=[CH:22][C:23]([C:27]([OH:29])=[O:28])=[N:24][C:25]=3[CH3:26])=[O:18])[C:14]([CH3:32])=[CH:13][CH:12]=2)[CH:8]=[CH:9][CH:10]=1. The yield is 0.700. (5) The reactants are [F-].C([N+](CCCC)(CCCC)CCCC)CCC.C(O)(=O)C.[Si]([O:30][C:31]1[CH:32]=[CH:33][C:34]([O:52][C:53](=[O:61])[CH2:54][CH2:55][CH2:56][O:57][N+:58]([O-:60])=[O:59])=[C:35]([CH:51]=1)[C:36]([O:38][C:39]1[CH:44]=[CH:43][C:42]([C:45]2[S:49][S:48][C:47](=[S:50])[CH:46]=2)=[CH:41][CH:40]=1)=[O:37])(C(C)(C)C)(C)C. The catalyst is C1COCC1. The product is [OH:30][C:31]1[CH:32]=[CH:33][C:34]([O:52][C:53](=[O:61])[CH2:54][CH2:55][CH2:56][O:57][N+:58]([O-:60])=[O:59])=[C:35]([CH:51]=1)[C:36]([O:38][C:39]1[CH:40]=[CH:41][C:42]([C:45]2[S:49][S:48][C:47](=[S:50])[CH:46]=2)=[CH:43][CH:44]=1)=[O:37]. The yield is 0.720. (6) The reactants are [Br:1][C:2]1[CH:3]=[CH:4][C:5]([OH:18])=[C:6]([C:8](=[O:17])[CH2:9][C:10]2[CH:15]=[CH:14][CH:13]=[CH:12][C:11]=2[CH3:16])[CH:7]=1.[C:19]([O-])(=O)[CH3:20].[Na+]. The catalyst is C(OC(=O)C)(=O)C. The product is [Br:1][C:2]1[CH:7]=[C:6]2[C:5](=[CH:4][CH:3]=1)[O:18][C:19]([CH3:20])=[C:9]([C:10]1[CH:15]=[CH:14][CH:13]=[CH:12][C:11]=1[CH3:16])[C:8]2=[O:17]. The yield is 0.300. (7) The reactants are [ClH:1].C([N:9]1[CH2:13][C@@H:12]2[C:14]3[CH:15]=[CH:16][CH:17]=[C:18]([C:22]([F:25])([F:24])[F:23])[C:19]=3[CH2:20][O:21][C@@:11]2([CH3:26])[CH2:10]1)C1C=CC=CC=1. No catalyst specified. The product is [ClH:1].[CH3:26][C@@:11]12[O:21][CH2:20][C:19]3[C:18]([C:22]([F:24])([F:23])[F:25])=[CH:17][CH:16]=[CH:15][C:14]=3[C@H:12]1[CH2:13][NH:9][CH2:10]2. The yield is 0.0900.